Dataset: Full USPTO retrosynthesis dataset with 1.9M reactions from patents (1976-2016). Task: Predict the reactants needed to synthesize the given product. (1) Given the product [Cl:1][C:2]1[CH:3]=[C:4]([CH2:14][OH:15])[C:5]2[O:9][C:8]([CH3:10])([CH3:11])[C:7](=[O:12])[C:6]=2[CH:13]=1, predict the reactants needed to synthesize it. The reactants are: [Cl:1][C:2]1[CH:3]=[C:4]([C:14](O)=[O:15])[C:5]2[O:9][C:8]([CH3:11])([CH3:10])[C:7](=[O:12])[C:6]=2[CH:13]=1. (2) Given the product [CH3:1][O:2][C:3]1[CH:4]=[C:5]([CH:6]=[CH:7][CH:8]=1)[O:9][C:11]1[N:12]=[C:13]([OH:21])[C:14]2[CH:20]=[CH:19][N:18]=[CH:17][C:15]=2[N:16]=1, predict the reactants needed to synthesize it. The reactants are: [CH3:1][O:2][C:3]1[CH:4]=[C:5]([OH:9])[CH:6]=[CH:7][CH:8]=1.Cl[C:11]1[N:12]=[C:13]([OH:21])[C:14]2[CH:20]=[CH:19][N:18]=[CH:17][C:15]=2[N:16]=1. (3) Given the product [CH3:30][CH:29]([CH3:31])[CH2:28][CH2:27][N:21]([CH2:19][C:18]1[CH:17]=[C:16]([NH:34][CH2:35][CH2:36][CH2:37][N:38]2[CH2:39][CH2:40][CH2:41][CH2:42][CH2:43]2)[C:15]([NH2:14])=[CH:33][CH:32]=1)[CH2:22][CH2:23][CH:24]([CH3:25])[CH3:26], predict the reactants needed to synthesize it. The reactants are: N(C1SC=CC=1C(OC)=O)=C=S.[S].[NH2:14][C:15]1[CH:33]=[CH:32][C:18]([C:19]([N:21]([CH2:27][CH2:28][CH:29]([CH3:31])[CH3:30])[CH2:22][CH2:23][CH:24]([CH3:26])[CH3:25])=O)=[CH:17][C:16]=1[NH:34][CH2:35][CH2:36][CH2:37][N:38]1[CH2:43][CH2:42][CH2:41][CH2:40][CH2:39]1. (4) Given the product [CH3:1][O:2][C:3]1[CH:8]=[C:7]2[C:6](=[CH:5][CH:4]=1)[O:23][C:11]([C:13]1[CH:14]=[CH:15][C:16]([N+:19]([O-:21])=[O:20])=[CH:17][CH:18]=1)=[CH:10][C:9]2=[O:22], predict the reactants needed to synthesize it. The reactants are: [CH3:1][O:2][C:3]1[CH:4]=[CH:5][C:6]([OH:23])=[C:7]([C:9](=[O:22])[CH2:10][C:11]([C:13]2[CH:18]=[CH:17][C:16]([N+:19]([O-:21])=[O:20])=[CH:15][CH:14]=2)=O)[CH:8]=1.S(=O)(=O)(O)O. (5) Given the product [Br:1][C:2]1[CH:7]=[C:6]([C:8]2[CH:13]=[CH:12][CH:11]=[CH:10][C:9]=2[Cl:14])[CH:5]=[C:4]([CH2:15][Br:37])[CH:3]=1, predict the reactants needed to synthesize it. The reactants are: [Br:1][C:2]1[CH:3]=[C:4]([CH2:15]O)[CH:5]=[C:6]([C:8]2[CH:13]=[CH:12][CH:11]=[CH:10][C:9]=2[Cl:14])[CH:7]=1.C1(P(C2C=CC=CC=2)C2C=CC=CC=2)C=CC=CC=1.C(Br)(Br)(Br)[Br:37]. (6) Given the product [C:13]([C:7]1[C:6]2[C:10](=[CH:11][CH:12]=[C:4]([N+:1]([O-:3])=[O:2])[CH:5]=2)[NH:9][CH:8]=1)(=[O:15])[CH3:14], predict the reactants needed to synthesize it. The reactants are: [N+:1]([C:4]1[CH:5]=[C:6]2[C:10](=[CH:11][CH:12]=1)[NH:9][CH:8]=[CH:7]2)([O-:3])=[O:2].[C:13](Cl)(=[O:15])[CH3:14].[Sn](Cl)(Cl)(Cl)Cl.C([O-])(O)=O.[Na+]. (7) Given the product [CH3:9][N:6]([CH3:7])[O:60][CH2:16][CH2:17][O:51][C@@H:39]1[C@H:38]([OH:58])[C@@H:37]([CH2:36][OH:35])[O:41][C@H:40]1[N:42]1[CH:49]=[C:48]([CH3:50])[C:46](=[O:47])[NH:45][C:43]1=[O:44], predict the reactants needed to synthesize it. The reactants are: F.F.F.C([N:6]([CH2:9]C)[CH2:7]C)C.C(N([CH2:16][CH3:17])CC)C.[Si]([O:35][CH2:36][C@H:37]1[O:41][C@@H:40]([N:42]2[CH:49]=[C:48]([CH3:50])[C:46](=[O:47])[NH:45][C:43]2=[O:44])[C@:39](CCON(C)C)([OH:51])[C@@H:38]1[OH:58])(C(C)(C)C)(C1C=CC=CC=1)C1C=CC=CC=1.C[OH:60].